The task is: Regression. Given two drug SMILES strings and cell line genomic features, predict the synergy score measuring deviation from expected non-interaction effect.. This data is from NCI-60 drug combinations with 297,098 pairs across 59 cell lines. (1) Synergy scores: CSS=25.7, Synergy_ZIP=-1.31, Synergy_Bliss=8.55, Synergy_Loewe=8.30, Synergy_HSA=9.61. Cell line: PC-3. Drug 2: C1=NC2=C(N1)C(=S)N=CN2. Drug 1: C1=CC=C(C=C1)NC(=O)CCCCCCC(=O)NO. (2) Cell line: SNB-19. Drug 1: CCC1(CC2CC(C3=C(CCN(C2)C1)C4=CC=CC=C4N3)(C5=C(C=C6C(=C5)C78CCN9C7C(C=CC9)(C(C(C8N6C)(C(=O)OC)O)OC(=O)C)CC)OC)C(=O)OC)O.OS(=O)(=O)O. Synergy scores: CSS=1.38, Synergy_ZIP=3.41, Synergy_Bliss=-1.96, Synergy_Loewe=-8.67, Synergy_HSA=-2.02. Drug 2: CN(C(=O)NC(C=O)C(C(C(CO)O)O)O)N=O.